This data is from Forward reaction prediction with 1.9M reactions from USPTO patents (1976-2016). The task is: Predict the product of the given reaction. (1) Given the reactants C[N:2]([CH:4]=[C:5]([N:11]1[CH:15]=[C:14]([C:16]#[N:17])[N:13]=[CH:12]1)[C:6]([O:8]CC)=O)C.[NH:18]([C:20]1[N:25]=[CH:24][N:23]=[C:22]([N:26]2[CH2:32][CH2:31][CH2:30][O:29][CH2:28][CH2:27]2)[CH:21]=1)N.FC(F)(F)C(O)=O, predict the reaction product. The product is: [O:29]1[CH2:30][CH2:31][CH2:32][N:26]([C:22]2[N:23]=[CH:24][N:25]=[C:20]([N:18]3[C:6](=[O:8])[C:5]([N:11]4[CH:15]=[C:14]([C:16]#[N:17])[N:13]=[CH:12]4)=[CH:4][NH:2]3)[CH:21]=2)[CH2:27][CH2:28]1. (2) Given the reactants [S:1]1[C:10]2[C:5](=[CH:6][CH:7]=[CH:8][CH:9]=2)[CH:4]([C:11]([OH:13])=O)[CH2:3][CH2:2]1.[CH3:14][N:15]([CH3:33])[C:16]1[CH:21]=[CH:20][C:19]([CH2:22][NH:23][C:24]2[CH:29]=[CH:28][C:27]([CH:30]([CH3:32])[CH3:31])=[CH:26][CH:25]=2)=[CH:18][CH:17]=1, predict the reaction product. The product is: [CH3:14][N:15]([CH3:33])[C:16]1[CH:17]=[CH:18][C:19]([CH2:22][N:23]([C:24]2[CH:29]=[CH:28][C:27]([CH:30]([CH3:31])[CH3:32])=[CH:26][CH:25]=2)[C:11]([CH:4]2[C:5]3[C:10](=[CH:9][CH:8]=[CH:7][CH:6]=3)[S:1][CH2:2][CH2:3]2)=[O:13])=[CH:20][CH:21]=1. (3) Given the reactants [CH3:1][NH:2][C:3]1[CH:8]=[CH:7][C:6]([N+:9]([O-:11])=[O:10])=[CH:5][CH:4]=1.[Br:12]Br.C([O-])(O)=O.[Na+], predict the reaction product. The product is: [Br:12][C:4]1[CH:5]=[C:6]([N+:9]([O-:11])=[O:10])[CH:7]=[CH:8][C:3]=1[NH:2][CH3:1].[Br:12][C:4]1[CH:5]=[C:6]([N+:9]([O-:11])=[O:10])[CH:7]=[CH:8][C:3]=1[NH:2][CH3:1]. (4) Given the reactants I[C:2]1[CH:3]=[N:4][N:5]2[C:10]([N:11]([CH2:20][O:21][CH2:22][CH2:23][Si:24]([CH3:27])([CH3:26])[CH3:25])[CH2:12][O:13][CH2:14][CH2:15][Si:16]([CH3:19])([CH3:18])[CH3:17])=[CH:9][C:8]([CH:28]([NH:30][CH:31]3[CH2:36][CH2:35][O:34][CH2:33][CH2:32]3)[CH3:29])=[N:7][C:6]=12.B(O)O.[F:40][C:41]1[CH:42]=[C:43]2[C:48](=[CH:49][CH:50]=1)[N:47]=[CH:46][CH:45]=[CH:44]2.C([O-])([O-])=O.[K+].[K+].C(Cl)Cl, predict the reaction product. The product is: [F:40][C:41]1[CH:42]=[C:43]2[C:48](=[CH:49][CH:50]=1)[N:47]=[CH:46][C:45]([C:2]1[CH:3]=[N:4][N:5]3[C:10]([N:11]([CH2:20][O:21][CH2:22][CH2:23][Si:24]([CH3:27])([CH3:26])[CH3:25])[CH2:12][O:13][CH2:14][CH2:15][Si:16]([CH3:19])([CH3:18])[CH3:17])=[CH:9][C:8]([CH:28]([NH:30][CH:31]4[CH2:36][CH2:35][O:34][CH2:33][CH2:32]4)[CH3:29])=[N:7][C:6]=13)=[CH:44]2. (5) Given the reactants Cl[C:2]1[N:7]=[C:6]([N:8]([CH2:18][CH3:19])[CH2:9][C:10]2[CH:15]=[CH:14][C:13]([O:16][CH3:17])=[CH:12][CH:11]=2)[C:5]2=[N:20][CH:21]=[C:22]([C:23]#[N:24])[N:4]2[N:3]=1.[CH3:25][O:26][C:27](=[O:46])[NH:28][C@@H:29]1[CH2:34][CH2:33][N:32]([C:35]2[CH:40]=[C:39]([C:41]#[N:42])[CH:38]=[C:37]([NH2:43])[C:36]=2[Cl:44])[CH2:31][C@H:30]1[OH:45].P([O-])([O-])([O-])=O.[K+].[K+].[K+], predict the reaction product. The product is: [CH3:25][O:26][C:27](=[O:46])[NH:28][C@@H:29]1[CH2:34][CH2:33][N:32]([C:35]2[CH:40]=[C:39]([C:41]#[N:42])[CH:38]=[C:37]([NH:43][C:2]3[N:7]=[C:6]([N:8]([CH2:18][CH3:19])[CH2:9][C:10]4[CH:15]=[CH:14][C:13]([O:16][CH3:17])=[CH:12][CH:11]=4)[C:5]4=[N:20][CH:21]=[C:22]([C:23]#[N:24])[N:4]4[N:3]=3)[C:36]=2[Cl:44])[CH2:31][C@H:30]1[OH:45]. (6) Given the reactants [CH3:1][O-:2].[Na+].O.[OH-].[Na+].[Br-].[C:8]([C:11]1[CH:12]=[C:13]([CH2:20][N+](C)(C)C)[CH:14]=[N:15][C:16]=1[C:17]([OH:19])=[O:18])([OH:10])=[O:9], predict the reaction product. The product is: [CH3:1][O:2][CH2:20][C:13]1[CH:12]=[C:11]([C:8]([OH:10])=[O:9])[C:16]([C:17]([OH:19])=[O:18])=[N:15][CH:14]=1. (7) Given the reactants [C:1]([C:3]1[C:4]2[S:15][C:14]([CH3:16])=[CH:13][C:5]=2[NH:6][C:7]=1[C:8]([O:10][CH2:11][CH3:12])=[O:9])#[N:2].[Br:17]N1C(=O)CCC1=O.C(O)(=O)C.C(=O)([O-])O.[Na+], predict the reaction product. The product is: [Br:17][C:13]1[C:5]2[NH:6][C:7]([C:8]([O:10][CH2:11][CH3:12])=[O:9])=[C:3]([C:1]#[N:2])[C:4]=2[S:15][C:14]=1[CH3:16]. (8) Given the reactants Cl[C:2]1[N:3]=[C:4]([O:29][CH:30]2[CH2:35][CH2:34][O:33][CH2:32][CH2:31]2)[C:5]2[C:10]([C:11]3[CH:12]=[CH:13][C:14]([C:17]([NH:19][CH3:20])=[O:18])=[N:15][CH:16]=3)=[CH:9][N:8](COCC[Si](C)(C)C)[C:6]=2[N:7]=1.[NH2:36][C:37]1[CH:47]=[CH:46][C:40]([C:41]([N:43]([CH3:45])[CH3:44])=[O:42])=[CH:39][C:38]=1[CH3:48].CC1(C)C2C=CC=C(P(C3C=CC=CC=3)C3C=CC=CC=3)C=2OC2C1=CC=CC=2P(C1C=CC=CC=1)C1C=CC=CC=1.C(=O)([O-])[O-].[Cs+].[Cs+], predict the reaction product. The product is: [CH3:44][N:43]([CH3:45])[C:41]([C:40]1[CH:46]=[CH:47][C:37]([NH:36][C:2]2[N:3]=[C:4]([O:29][CH:30]3[CH2:35][CH2:34][O:33][CH2:32][CH2:31]3)[C:5]3[C:10]([C:11]4[CH:12]=[CH:13][C:14]([C:17]([NH:19][CH3:20])=[O:18])=[N:15][CH:16]=4)=[CH:9][NH:8][C:6]=3[N:7]=2)=[C:38]([CH3:48])[CH:39]=1)=[O:42]. (9) Given the reactants C[O:2][C:3](=O)[CH2:4][N:5]([C:7]1[CH:12]=[CH:11][C:10]([Br:13])=[C:9]([C:14]([F:17])([F:16])[F:15])[CH:8]=1)[CH3:6].[H-].[Al+3].[Li+].[H-].[H-].[H-].Cl, predict the reaction product. The product is: [Br:13][C:10]1[CH:11]=[CH:12][C:7]([N:5]([CH3:6])[CH2:4][CH2:3][OH:2])=[CH:8][C:9]=1[C:14]([F:15])([F:16])[F:17]. (10) The product is: [CH3:1][O:2][C:3]1[CH:8]=[CH:7][C:6]([NH:9][CH3:15])=[C:5]([N+:10]([O-:12])=[O:11])[CH:4]=1. Given the reactants [CH3:1][O:2][C:3]1[CH:8]=[CH:7][C:6]([NH2:9])=[C:5]([N+:10]([O-:12])=[O:11])[CH:4]=1.[H-].[Na+].[CH3:15]I, predict the reaction product.